From a dataset of Full USPTO retrosynthesis dataset with 1.9M reactions from patents (1976-2016). Predict the reactants needed to synthesize the given product. (1) Given the product [CH2:1]([O:3][CH:4]([O:8][CH2:9][CH3:10])[C@@H:5]([NH:7][CH2:12][C:13]1[C:18]2[N:19]=[C:20]([NH:22][C:23](=[O:24])[O:25][C:26]([CH3:28])([CH3:27])[CH3:29])[S:21][C:17]=2[CH:16]=[CH:15][CH:14]=1)[CH3:6])[CH3:2], predict the reactants needed to synthesize it. The reactants are: [CH2:1]([O:3][CH:4]([O:8][CH2:9][CH3:10])[C@@H:5]([NH2:7])[CH3:6])[CH3:2].Br[CH2:12][C:13]1[C:18]2[N:19]=[C:20]([N:22](C(OC(C)(C)C)=O)[C:23]([O:25][C:26]([CH3:29])([CH3:28])[CH3:27])=[O:24])[S:21][C:17]=2[CH:16]=[CH:15][CH:14]=1.C(=O)([O-])[O-].[K+].[K+]. (2) Given the product [Cl:37][CH:35]([O:34][C:32]([N:12]1[CH2:13][CH2:14][C:9]([CH2:8][NH:7][C:6]([O:5][C:1]([CH3:4])([CH3:3])[CH3:2])=[O:30])([C:24]2[CH:29]=[CH:28][CH:27]=[CH:26][CH:25]=2)[CH2:10][CH2:11]1)=[O:33])[CH3:36], predict the reactants needed to synthesize it. The reactants are: [C:1]([O:5][C:6](=[O:30])[NH:7][CH2:8][C:9]1([C:24]2[CH:29]=[CH:28][CH:27]=[CH:26][CH:25]=2)[CH2:14][CH2:13][N:12](CC2C=CC(OC)=CC=2)[CH2:11][CH2:10]1)([CH3:4])([CH3:3])[CH3:2].Cl[C:32]([O:34][CH:35]([Cl:37])[CH3:36])=[O:33]. (3) Given the product [CH2:17]([O:16][C:14]([N:11]1[CH2:10][CH2:9][CH:8]([O:7][C:6]2[C:5]([CH3:25])=[C:4]([CH:3]=[C:2]([Cl:1])[CH:24]=2)[C:26]([OH:28])=[O:27])[CH2:13][CH2:12]1)=[O:15])[C:18]1[CH:19]=[CH:20][CH:21]=[CH:22][CH:23]=1, predict the reactants needed to synthesize it. The reactants are: [Cl:1][C:2]1[CH:3]=[C:4]([C:26]([O:28]C)=[O:27])[C:5]([CH3:25])=[C:6]([CH:24]=1)[O:7][CH:8]1[CH2:13][CH2:12][N:11]([C:14]([O:16][CH2:17][C:18]2[CH:23]=[CH:22][CH:21]=[CH:20][CH:19]=2)=[O:15])[CH2:10][CH2:9]1.[OH-].[Na+].Cl. (4) Given the product [C:1]([O:5][C:6](=[O:13])[NH:7][C@H:8]1[CH2:12][CH2:11][N:10]([C:22](=[O:23])[CH2:21][CH:20]([C:14]2[CH:19]=[CH:18][CH:17]=[CH:16][CH:15]=2)[C:25]2[CH:30]=[CH:29][CH:28]=[CH:27][CH:26]=2)[CH2:9]1)([CH3:4])([CH3:2])[CH3:3], predict the reactants needed to synthesize it. The reactants are: [C:1]([O:5][C:6](=[O:13])[NH:7][C@H:8]1[CH2:12][CH2:11][NH:10][CH2:9]1)([CH3:4])([CH3:3])[CH3:2].[C:14]1([CH:20]([C:25]2[CH:30]=[CH:29][CH:28]=[CH:27][CH:26]=2)[CH2:21][C:22](O)=[O:23])[CH:19]=[CH:18][CH:17]=[CH:16][CH:15]=1.C1C=CC2N(O)N=NC=2C=1.C(Cl)CCl. (5) Given the product [F:1][C:2]1[CH:3]=[C:4]([CH:20]=[CH:21][C:22]=1[NH:23][C:24]([NH:26][C:27]1[CH:32]=[C:31]([CH3:33])[CH:30]=[CH:29][C:28]=1[F:34])=[O:25])[O:5][C:6]1[CH:11]=[CH:10][N:9]=[C:8]([C:12]2[NH:16][CH:15]=[C:14]([C:17]([NH:79][CH2:78][CH2:77][CH2:76][NH:75][C:68](=[O:69])[O:70][C:71]([CH3:72])([CH3:73])[CH3:74])=[O:18])[CH:13]=2)[CH:7]=1, predict the reactants needed to synthesize it. The reactants are: [F:1][C:2]1[CH:3]=[C:4]([CH:20]=[CH:21][C:22]=1[NH:23][C:24]([NH:26][C:27]1[CH:32]=[C:31]([CH3:33])[CH:30]=[CH:29][C:28]=1[F:34])=[O:25])[O:5][C:6]1[CH:11]=[CH:10][N:9]=[C:8]([C:12]2[NH:16][CH:15]=[C:14]([C:17](O)=[O:18])[CH:13]=2)[CH:7]=1.CN(C(ON1N=NC2C=CC=NC1=2)=[N+](C)C)C.F[P-](F)(F)(F)(F)F.C(N(CC)C(C)C)(C)C.[C:68]([NH:75][CH2:76][CH2:77][CH2:78][NH2:79])([O:70][C:71]([CH3:74])([CH3:73])[CH3:72])=[O:69].Cl. (6) Given the product [CH:21]1([CH2:20][N:19]([CH2:24][CH:25]2[CH2:27][CH2:26]2)[C:14]2[N:10]3[CH:11]=[CH:12][N:13]=[C:8]([C:5]4[CH:6]=[CH:7][C:2]([C:36]#[N:37])=[CH:3][C:4]=4[O:28][CH3:29])[C:9]3=[N:16][C:15]=2[S:17][CH3:18])[CH2:23][CH2:22]1, predict the reactants needed to synthesize it. The reactants are: Br[C:2]1[CH:7]=[CH:6][C:5]([C:8]2[C:9]3[N:10]([C:14]([N:19]([CH2:24][CH:25]4[CH2:27][CH2:26]4)[CH2:20][CH:21]4[CH2:23][CH2:22]4)=[C:15]([S:17][CH3:18])[N:16]=3)[CH:11]=[CH:12][N:13]=2)=[C:4]([O:28][CH3:29])[CH:3]=1.C(OCC)(=O)C.[CH3:36][N:37](C)C=O. (7) Given the product [CH3:1][Si:2]([CH3:51])([CH3:50])[CH2:3][CH2:4][O:5][CH2:6][N:7]([CH2:42][O:43][CH2:44][CH2:45][Si:46]([CH3:49])([CH3:48])[CH3:47])[C:8]1[N:13]2[N:14]=[CH:15][C:16]([C:17]3[CH:18]=[N:19][C:20]([C:23]4[CH:28]=[CH:27][CH:26]=[CH:25][CH:24]=4)=[CH:21][CH:22]=3)=[C:12]2[N:11]=[C:10]([C:29]2[CH2:34][CH2:33][C:32]([CH3:40])([C:35]([O:37][CH2:38][CH3:39])=[O:36])[CH2:31][CH:30]=2)[C:9]=1/[CH:32]=[CH:35]\[O:37][CH2:38][CH3:39], predict the reactants needed to synthesize it. The reactants are: [CH3:1][Si:2]([CH3:51])([CH3:50])[CH2:3][CH2:4][O:5][CH2:6][N:7]([CH2:42][O:43][CH2:44][CH2:45][Si:46]([CH3:49])([CH3:48])[CH3:47])[C:8]1[N:13]2[N:14]=[CH:15][C:16]([C:17]3[CH:18]=[N:19][C:20]([C:23]4[CH:28]=[CH:27][CH:26]=[CH:25][CH:24]=4)=[CH:21][CH:22]=3)=[C:12]2[N:11]=[C:10]([C:29]2[CH2:34][CH2:33][C:32]([CH3:40])([C:35]([O:37][CH2:38][CH3:39])=[O:36])[CH2:31][CH:30]=2)[C:9]=1Br. (8) The reactants are: Cl[C:2]1[C:11]2[C:6](=[CH:7][CH:8]=[CH:9][CH:10]=2)[N:5]=[C:4]([CH2:12][O:13][C:14]2[CH:19]=[CH:18][C:17]([C:20]3[C:24]([C:25]4[CH:30]=[CH:29][N:28]=[CH:27][CH:26]=4)=[CH:23][N:22]([CH3:31])[N:21]=3)=[CH:16][CH:15]=2)[CH:3]=1.N1C2C(=CC=C3C=2N=CC=C3)C=CC=1.[C:46](=O)([O-])[O-:47].[Cs+].[Cs+]. Given the product [CH3:46][O:47][C:2]1[C:11]2[C:6](=[CH:7][CH:8]=[CH:9][CH:10]=2)[N:5]=[C:4]([CH2:12][O:13][C:14]2[CH:19]=[CH:18][C:17]([C:20]3[C:24]([C:25]4[CH:30]=[CH:29][N:28]=[CH:27][CH:26]=4)=[CH:23][N:22]([CH3:31])[N:21]=3)=[CH:16][CH:15]=2)[CH:3]=1, predict the reactants needed to synthesize it. (9) Given the product [CH3:1][O:2][C:3](=[O:23])[C:4](=[C:5]1[C:9](=[O:10])[N:8]([C:11]2[CH:12]=[CH:13][CH:14]=[CH:15][CH:16]=2)[N:7]=[C:6]1[CH3:17])[C:18]([F:20])([F:21])[F:19], predict the reactants needed to synthesize it. The reactants are: [CH3:1][O:2][C:3](=[O:23])[C:4](O)([C:18]([F:21])([F:20])[F:19])[C:5]1[C:9](=[O:10])[N:8]([C:11]2[CH:16]=[CH:15][CH:14]=[CH:13][CH:12]=2)[NH:7][C:6]=1[CH3:17].S(Cl)(Cl)=O. (10) The reactants are: COC(=O)[C@@H](NC(OCC1C=CC=CC=1)=O)CC([NH:8][CH2:9][CH:10]1[O:14][N:13]=[C:12]([Br:15])[CH2:11]1)=O.[NH:28]([C:38]([O:40][CH2:41][C:42]1[CH:47]=[CH:46][CH:45]=[CH:44][CH:43]=1)=[O:39])[C@H:29]([C:34]([O:36]C)=O)[CH2:30][C:31](=O)O. Given the product [CH2:41]([O:40][C:38](=[O:39])[NH:28][C@H:29]([C:34](=[O:36])[NH:8][CH2:9][CH:10]1[O:14][N:13]=[C:12]([Br:15])[CH2:11]1)[CH2:30][C:31]1[CH:46]=[CH:47][CH:42]=[CH:43][CH:44]=1)[C:42]1[CH:47]=[CH:46][CH:45]=[CH:44][CH:43]=1, predict the reactants needed to synthesize it.